From a dataset of Retrosynthesis with 50K atom-mapped reactions and 10 reaction types from USPTO. Predict the reactants needed to synthesize the given product. (1) Given the product CCCCN(C)S(=O)(=O)CCCCCCl, predict the reactants needed to synthesize it. The reactants are: CCCCNC.O=S(=O)(Cl)CCCCCCl. (2) Given the product COC(=O)c1c(-c2ccc(F)cc2)c(-c2ccncc2)c(N2CCN(C)CC2)n1C, predict the reactants needed to synthesize it. The reactants are: C=O.COC(=O)c1c(-c2ccc(F)cc2)c(-c2ccncc2)c(N2CCNCC2)n1C. (3) Given the product C[C@@H](O[C@H]1CCN(C(=O)NC2CCNCC2)C[C@H]1c1ccccc1)c1cc(C(F)(F)F)cc(C(F)(F)F)c1, predict the reactants needed to synthesize it. The reactants are: C[C@@H](O[C@H]1CCN(C(=O)NC2CCN(C(=O)OC(C)(C)C)CC2)C[C@H]1c1ccccc1)c1cc(C(F)(F)F)cc(C(F)(F)F)c1. (4) The reactants are: CC(C)(C)OC(=O)N1CCC[C@H](N)[C@@H]1c1ccccc1.COc1ccc(C(C)(C)C2SCCS2)cc1C=O. Given the product COc1ccc(C(C)(C)C2SCCS2)cc1CN[C@H]1CCCN(C(=O)OC(C)(C)C)[C@H]1c1ccccc1, predict the reactants needed to synthesize it.